This data is from Forward reaction prediction with 1.9M reactions from USPTO patents (1976-2016). The task is: Predict the product of the given reaction. (1) Given the reactants [F:1][C:2]1[CH:3]=[C:4]([CH:23]=[CH:24][CH:25]=1)[CH2:5][O:6][C:7]1[CH:12]=[CH:11][C:10]([N:13]2[CH2:17][CH2:16][C@@H:15]([NH:18][C:19](=[O:21])C)[C:14]2=[O:22])=[CH:9][CH:8]=1.Cl.N[C@H]1CCN(C2C=C[C:36]([O:39]CC3C=CC=C(F)C=3)=CC=2)C1=O.C(N[C@@H](C(O)=O)CCSC)(OC(C)(C)C)=O, predict the reaction product. The product is: [CH3:36][O:39][C:19](=[O:21])[NH:18][C@H:15]1[CH2:16][CH2:17][N:13]([C:10]2[CH:9]=[CH:8][C:7]([O:6][CH2:5][C:4]3[CH:23]=[CH:24][CH:25]=[C:2]([F:1])[CH:3]=3)=[CH:12][CH:11]=2)[C:14]1=[O:22]. (2) Given the reactants CO[C:3](=[O:14])[C:4]1[C:9]([Cl:10])=[CH:8][C:7]([Cl:11])=[CH:6][C:5]=1[CH2:12]Br.Cl.[CH3:16][C:17]1([CH3:35])[CH2:22][CH2:21][N:20]([CH2:23][CH2:24][O:25][C:26]2[CH:27]=[C:28]([NH2:34])[CH:29]=[CH:30][C:31]=2[O:32][CH3:33])[CH2:19][CH2:18]1.C([O-])(O)=O.[Na+], predict the reaction product. The product is: [ClH:10].[Cl:11][C:7]1[CH:6]=[C:5]2[C:4](=[C:9]([Cl:10])[CH:8]=1)[C:3](=[O:14])[N:34]([C:28]1[CH:29]=[CH:30][C:31]([O:32][CH3:33])=[C:26]([O:25][CH2:24][CH2:23][N:20]3[CH2:19][CH2:18][C:17]([CH3:35])([CH3:16])[CH2:22][CH2:21]3)[CH:27]=1)[CH2:12]2. (3) Given the reactants [H-].[Na+].[O:3]=[C:4]1[C:13]2[C:8](=[CH:9][C:10]([O:14][C:15]3[CH:22]=[CH:21][C:18]([C:19]#[N:20])=[CH:17][N:16]=3)=[CH:11][CH:12]=2)[CH2:7][CH2:6][NH:5]1.[CH2:23](Br)[CH:24]=[CH2:25], predict the reaction product. The product is: [CH2:25]([N:5]1[CH2:6][CH2:7][C:8]2[C:13](=[CH:12][CH:11]=[C:10]([O:14][C:15]3[CH:22]=[CH:21][C:18]([C:19]#[N:20])=[CH:17][N:16]=3)[CH:9]=2)[C:4]1=[O:3])[CH:24]=[CH2:23]. (4) Given the reactants C(NC(C)C)(C)C.[C:8]12([CH3:18])[C:15]([CH3:17])([CH3:16])[CH:12]([CH2:13][CH2:14]1)[CH2:11][C:9]2=[O:10].[CH:19](=[O:21])[CH3:20].C(=O)([O-])O.[Na+], predict the reaction product. The product is: [OH:21][CH:19]([CH:11]1[CH:12]2[C:15]([CH3:17])([CH3:16])[C:8]([CH3:18])([CH2:14][CH2:13]2)[C:9]1=[O:10])[CH3:20]. (5) The product is: [F:26][CH2:25][CH2:24][N:8]([C@H:9]1[CH2:13][CH2:12][NH:11][CH2:10]1)[C:6](=[O:7])[O:5][C:1]([CH3:4])([CH3:2])[CH3:3]. Given the reactants [C:1]([O:5][C:6]([N:8]([CH2:24][CH2:25][F:26])[C@H:9]1[CH2:13][CH2:12][N:11](C(OCC2C=CC=CC=2)=O)[CH2:10]1)=[O:7])([CH3:4])([CH3:3])[CH3:2], predict the reaction product. (6) Given the reactants [CH2:1]1[C@@H:5]2[CH2:6][NH:7][CH2:8][C@@H:4]2[CH2:3][N:2]1[C:9]([O:11][C:12]([CH3:15])([CH3:14])[CH3:13])=[O:10].Br[C:17]1[CH:18]=[N:19][CH:20]=[C:21]([CH:33]=1)[C:22]([NH:24][CH2:25][C:26]1[CH:31]=[CH:30][CH:29]=[CH:28][C:27]=1[CH3:32])=[O:23].C1C=CC(P(C2C=CC3C(=CC=CC=3)C=2C2C3C(=CC=CC=3)C=CC=2P(C2C=CC=CC=2)C2C=CC=CC=2)C2C=CC=CC=2)=CC=1.CC(C)([O-])C.[Na+], predict the reaction product. The product is: [CH3:32][C:27]1[CH:28]=[CH:29][CH:30]=[CH:31][C:26]=1[CH2:25][NH:24][C:22]([C:21]1[CH:33]=[C:17]([N:7]2[CH2:6][C@@H:5]3[CH2:1][N:2]([C:9]([O:11][C:12]([CH3:15])([CH3:14])[CH3:13])=[O:10])[CH2:3][C@@H:4]3[CH2:8]2)[CH:18]=[N:19][CH:20]=1)=[O:23].